This data is from Full USPTO retrosynthesis dataset with 1.9M reactions from patents (1976-2016). The task is: Predict the reactants needed to synthesize the given product. (1) Given the product [C:39]([O:25][C@@H:22]1[CH2:21][CH2:20][C@H:19]([NH:18][C:10]2[CH:11]=[CH:12][C:13]([N+:15]([O-:17])=[O:16])=[CH:14][C:9]=2[C:8]([NH:7][CH2:6][C:5]2[CH:27]=[CH:28][C:29]([O:30][CH3:31])=[C:3]([O:2][CH3:1])[CH:4]=2)=[O:26])[CH2:24][CH2:23]1)(=[O:41])[CH3:40], predict the reactants needed to synthesize it. The reactants are: [CH3:1][O:2][C:3]1[CH:4]=[C:5]([CH:27]=[CH:28][C:29]=1[O:30][CH3:31])[CH2:6][NH:7][C:8](=[O:26])[C:9]1[CH:14]=[C:13]([N+:15]([O-:17])=[O:16])[CH:12]=[CH:11][C:10]=1[NH:18][C@H:19]1[CH2:24][CH2:23][C@@H:22]([OH:25])[CH2:21][CH2:20]1.C(N(CC)CC)C.[C:39](Cl)(=[O:41])[CH3:40]. (2) Given the product [N:31]1[CH:32]=[CH:33][C:28]([CH2:27][N:1]2[CH2:5][CH2:4][C@H:3]([N:6]([CH2:15][C:16]3[CH:21]=[CH:20][CH:19]=[CH:18][C:17]=3[C:22]([F:24])([F:23])[F:25])[C:7]3[CH:8]=[CH:9][C:10]([C:11]#[N:12])=[CH:13][CH:14]=3)[CH2:2]2)=[CH:29][CH:30]=1, predict the reactants needed to synthesize it. The reactants are: [NH:1]1[CH2:5][CH2:4][C@H:3]([N:6]([CH2:15][C:16]2[CH:21]=[CH:20][CH:19]=[CH:18][C:17]=2[C:22]([F:25])([F:24])[F:23])[C:7]2[CH:14]=[CH:13][C:10]([C:11]#[N:12])=[CH:9][CH:8]=2)[CH2:2]1.Br[CH2:27][C:28]1[CH:33]=[CH:32][N:31]=[CH:30][CH:29]=1.